From a dataset of Forward reaction prediction with 1.9M reactions from USPTO patents (1976-2016). Predict the product of the given reaction. Given the reactants [CH3:1][C:2]1[CH:19]=[CH:18][C:5]([CH2:6][CH:7]2[C:16]3[CH2:15][CH2:14][CH2:13][CH2:12][C:11]=3[CH2:10][CH2:9][N:8]2[CH3:17])=[CH:4][CH:3]=1.P(=O)(O)(O)O.N, predict the reaction product. The product is: [CH3:1][C:2]1[CH:19]=[CH:18][C:5]2[CH2:6][C@H:7]3[N:8]([CH3:17])[CH2:9][CH2:10][C@@:11]4([C:4]=2[CH:3]=1)[C@H:16]3[CH2:15][CH2:14][CH2:13][CH2:12]4.